From a dataset of Full USPTO retrosynthesis dataset with 1.9M reactions from patents (1976-2016). Predict the reactants needed to synthesize the given product. (1) Given the product [C:1]([C:5]1[CH:6]=[CH:7][C:8]([C:9]([NH:38][C@H:39]([C:40]([O:42][C:43]([CH3:46])([CH3:45])[CH3:44])=[O:41])[CH2:47][C:48]2[CH:53]=[CH:52][C:51]([OH:54])=[CH:50][CH:49]=2)=[O:11])=[CH:12][CH:13]=1)([CH3:2])([CH3:3])[CH3:4], predict the reactants needed to synthesize it. The reactants are: [C:1]([C:5]1[CH:13]=[CH:12][C:8]([C:9]([OH:11])=O)=[CH:7][CH:6]=1)([CH3:4])([CH3:3])[CH3:2].CN(C(ON1N=NC2C=CC=NC1=2)=[N+](C)C)C.F[P-](F)(F)(F)(F)F.[NH2:38][C@@H:39]([CH2:47][C:48]1[CH:53]=[CH:52][C:51]([OH:54])=[CH:50][CH:49]=1)[C:40]([O:42][C:43]([CH3:46])([CH3:45])[CH3:44])=[O:41]. (2) Given the product [CH3:19][O:20][CH:21]1[CH2:26][CH2:25][CH2:24][N:23]([C:27]2[CH:32]=[CH:31][C:30]([NH:33][C:12]([C:10]3[N:11]=[C:7]([C:1]4[CH:2]=[CH:3][CH:4]=[CH:5][CH:6]=4)[O:8][C:9]=3[C:15]([F:18])([F:17])[F:16])=[O:14])=[CH:29][N:28]=2)[CH2:22]1, predict the reactants needed to synthesize it. The reactants are: [C:1]1([C:7]2[O:8][C:9]([C:15]([F:18])([F:17])[F:16])=[C:10]([C:12]([OH:14])=O)[N:11]=2)[CH:6]=[CH:5][CH:4]=[CH:3][CH:2]=1.[CH3:19][O:20][CH:21]1[CH2:26][CH2:25][CH2:24][N:23]([C:27]2[CH:32]=[CH:31][C:30]([NH2:33])=[CH:29][N:28]=2)[CH2:22]1. (3) Given the product [ClH:28].[CH3:1][C:2]1[C:6]([C:7]2[CH:8]=[C:9]3[N:25]([CH3:26])[CH:24]=[CH:23][C:10]3=[N:11][C:12]=2[C@@H:13]([NH2:15])[CH3:14])=[C:5]([CH3:27])[O:4][N:3]=1, predict the reactants needed to synthesize it. The reactants are: [CH3:1][C:2]1[C:6]([C:7]2[CH:8]=[C:9]3[N:25]([CH3:26])[CH:24]=[CH:23][C:10]3=[N:11][C:12]=2[C@@H:13]([NH:15]C(=O)OC(C)(C)C)[CH3:14])=[C:5]([CH3:27])[O:4][N:3]=1.[ClH:28].O1CCOCC1. (4) Given the product [NH2:3][CH2:12][C:13]1[N:18]2[N:19]=[C:20]([C:24]3[CH:29]=[CH:28][C:27]([O:30][C:31]4[CH:36]=[CH:35][CH:34]=[CH:33][CH:32]=4)=[CH:26][CH:25]=3)[C:21]([C:22]#[N:23])=[C:17]2[N:16]=[CH:15][CH:14]=1, predict the reactants needed to synthesize it. The reactants are: O=C1C2C(=CC=CC=2)C(=O)[N:3]1[CH2:12][C:13]1[N:18]2[N:19]=[C:20]([C:24]3[CH:29]=[CH:28][C:27]([O:30][C:31]4[CH:36]=[CH:35][CH:34]=[CH:33][CH:32]=4)=[CH:26][CH:25]=3)[C:21]([C:22]#[N:23])=[C:17]2[N:16]=[CH:15][CH:14]=1. (5) Given the product [C:13]([O:9][CH2:8][C:7]1[CH:10]=[CH:11][CH:12]=[C:5]([O:4][CH2:1][C:2]#[CH:3])[CH:6]=1)(=[O:15])[CH3:14], predict the reactants needed to synthesize it. The reactants are: [CH2:1]([O:4][C:5]1[CH:6]=[C:7]([CH:10]=[CH:11][CH:12]=1)[CH2:8][OH:9])[C:2]#[CH:3].[C:13](OC(=O)C)(=[O:15])[CH3:14]. (6) Given the product [CH2:1]([N:8]1[C:12]2=[N:13][C:14]3[C:19]([C:20]([NH2:21])=[C:11]2[CH2:10][CH2:9]1)=[CH:18][C:17]([C:31]1[CH:36]=[CH:35][C:34]([CH3:37])=[CH:33][CH:32]=1)=[CH:16][CH:15]=3)[C:2]1[CH:7]=[CH:6][CH:5]=[CH:4][CH:3]=1, predict the reactants needed to synthesize it. The reactants are: [CH2:1]([N:8]1[C:12]2=[N:13][C:14]3[C:19]([C:20]([NH2:21])=[C:11]2[CH2:10][CH2:9]1)=[CH:18][C:17](Br)=[CH:16][CH:15]=3)[C:2]1[CH:7]=[CH:6][CH:5]=[CH:4][CH:3]=1.C(=O)([O-])[O-].[Na+].[Na+].B([O-])O[C:31]1[CH:36]=[CH:35][C:34]([CH3:37])=[CH:33][CH:32]=1.O. (7) Given the product [CH3:41][O:40][C:35]1[CH:36]=[CH:37][CH:38]=[CH:39][C:34]=1[CH2:33][O:32][CH2:31][CH2:30][CH2:29][O:28][C:25]1[CH:26]=[CH:27][C:22]([CH:21]2[CH2:20][CH2:19][NH:18][CH2:17][CH:16]2[O:15][CH2:14][C:66]2[N:57]([CH2:58][CH2:59][CH2:60][O:70][CH3:71])[C:62]3[C:68]([CH:67]=2)=[CH:69][CH:65]=[CH:64][CH:63]=3)=[CH:23][CH:24]=1, predict the reactants needed to synthesize it. The reactants are: CS(N1C2C(=CC=CC=2)C=C1[CH2:14][O:15][CH:16]1[CH:21]([C:22]2[CH:27]=[CH:26][C:25]([O:28][CH2:29][CH2:30][CH2:31][O:32][CH2:33][C:34]3[CH:39]=[CH:38][CH:37]=[CH:36][C:35]=3[O:40][CH3:41])=[CH:24][CH:23]=2)[CH2:20][CH2:19][N:18](C(OCC2C=CC=CC=2)=O)[CH2:17]1)(=O)=O.[F-].C([N+:57]([CH2:66][CH2:67][CH2:68][CH3:69])([CH2:62][CH2:63][CH2:64][CH3:65])[CH2:58][CH2:59][CH2:60]C)CCC.[O:70]1CCC[CH2:71]1.